Task: Predict the reactants needed to synthesize the given product.. Dataset: Full USPTO retrosynthesis dataset with 1.9M reactions from patents (1976-2016) (1) Given the product [Br:34][C:35]1[CH:40]=[CH:39][CH:38]=[CH:37][C:36]=1[C:41]([N:43]=[C:44]=[S:45])=[O:42].[Br:34][C:35]1[CH:40]=[CH:39][CH:38]=[CH:37][C:36]=1[C:41]([NH:43][C:44]([NH:15][C:14]1[CH:16]=[CH:17][C:18]([O:19][C:20]2[C:29]3[C:24](=[CH:25][C:26]([O:32][CH3:33])=[C:27]([O:30][CH3:31])[CH:28]=3)[N:23]=[CH:22][CH:21]=2)=[C:12]([Cl:11])[CH:13]=1)=[S:45])=[O:42], predict the reactants needed to synthesize it. The reactants are: BrC1C=CC=CC=1C(Cl)=O.[Cl:11][C:12]1[CH:13]=[C:14]([CH:16]=[CH:17][C:18]=1[O:19][C:20]1[C:29]2[C:24](=[CH:25][C:26]([O:32][CH3:33])=[C:27]([O:30][CH3:31])[CH:28]=2)[N:23]=[CH:22][CH:21]=1)[NH2:15].[Br:34][C:35]1[CH:40]=[CH:39][CH:38]=[CH:37][C:36]=1[C:41]([N:43]=[C:44]=[S:45])=[O:42]. (2) Given the product [C:26]([N:23]1[CH2:22][CH2:21][N:20]([C:17]2[CH:16]=[CH:15][C:14]([NH:13][C:9](=[O:11])[CH2:8][C:5]3[CH:6]=[N:7][C:2]([Cl:1])=[C:3]([CH3:12])[CH:4]=3)=[N:19][CH:18]=2)[CH2:25][CH2:24]1)(=[O:28])[CH3:27], predict the reactants needed to synthesize it. The reactants are: [Cl:1][C:2]1[N:7]=[CH:6][C:5]([CH2:8][C:9]([OH:11])=O)=[CH:4][C:3]=1[CH3:12].[NH2:13][C:14]1[N:19]=[CH:18][C:17]([N:20]2[CH2:25][CH2:24][N:23]([C:26](=[O:28])[CH3:27])[CH2:22][CH2:21]2)=[CH:16][CH:15]=1.F[P-](F)(F)(F)(F)F.N1(OC(N(C)C)=[N+](C)C)C2N=CC=CC=2N=N1.CCN(C(C)C)C(C)C. (3) Given the product [Cl:5][C:6]1[CH:44]=[CH:43][CH:42]=[C:41]([Cl:45])[C:7]=1[C:8]([NH:10][C@H:11]([C:33]([OH:35])=[O:34])[CH2:12][C:13]1[CH:14]=[CH:15][C:16]([N:19]2[CH2:24][CH2:23][CH:22]([NH:25][C:26]3[CH:31]=[CH:30][CH:29]=[CH:28][N:27]=3)[CH2:21][CH2:20]2)=[CH:17][CH:18]=1)=[O:9], predict the reactants needed to synthesize it. The reactants are: P(Cl)(Cl)Cl.[Cl:5][C:6]1[CH:44]=[CH:43][CH:42]=[C:41]([Cl:45])[C:7]=1[C:8]([NH:10][C@H:11]([C:33]([O:35]CCC(C)C)=[O:34])[CH2:12][C:13]1[CH:18]=[CH:17][C:16]([N:19]2[CH2:24][CH2:23][CH:22]([NH:25][C:26]3[CH:31]=[CH:30][CH:29]=[CH:28][N+:27]=3[O-])[CH2:21][CH2:20]2)=[CH:15][CH:14]=1)=[O:9].[OH-].[Na+]. (4) Given the product [CH2:1]([O:5][CH2:6][CH2:7][O:8][C:9]1[CH:14]=[CH:13][C:12]([C:15]2[CH:16]=[CH:17][C:18]3[N:24]([C:25](=[O:30])[C:26]([F:27])([F:28])[F:29])[CH2:23][CH2:22][C:21]([C:31]([NH:57][C:58]4[CH:63]=[CH:62][C:61]([CH:64]([OH:65])[C:66]5[CH:71]=[CH:70][CH:69]=[C:68]([CH3:72])[N:67]=5)=[CH:60][CH:59]=4)=[O:32])=[CH:20][C:19]=3[CH:34]=2)=[CH:11][CH:10]=1)[CH2:2][CH2:3][CH3:4], predict the reactants needed to synthesize it. The reactants are: [CH2:1]([O:5][CH2:6][CH2:7][O:8][C:9]1[CH:14]=[CH:13][C:12]([C:15]2[CH:16]=[CH:17][C:18]3[N:24]([C:25](=[O:30])[C:26]([F:29])([F:28])[F:27])[CH2:23][CH2:22][C:21]([C:31](O)=[O:32])=[CH:20][C:19]=3[CH:34]=2)=[CH:11][CH:10]=1)[CH2:2][CH2:3][CH3:4].ON1C2C=CC=CC=2N=N1.Cl.C(N=C=NCCCN(C)C)C.[NH2:57][C:58]1[CH:63]=[CH:62][C:61]([CH:64]([C:66]2[CH:71]=[CH:70][CH:69]=[C:68]([CH3:72])[N:67]=2)[OH:65])=[CH:60][CH:59]=1. (5) The reactants are: [Cl:1][C:2]1[CH:7]=[C:6]([F:8])[CH:5]=[CH:4][C:3]=1[CH2:9][NH:10][C:11](=[O:25])[CH2:12][C:13]1[C:14]([C:21]([F:24])([F:23])[F:22])=[N:15][N:16]([CH2:18][CH2:19][OH:20])[CH:17]=1.C(N(C(C)C)CC)(C)C.[S:35](Cl)([CH3:38])(=[O:37])=[O:36].C(=O)([O-])O.[Na+]. Given the product [CH3:38][S:35]([O:20][CH2:19][CH2:18][N:16]1[CH:17]=[C:13]([CH2:12][C:11]([NH:10][CH2:9][C:3]2[CH:4]=[CH:5][C:6]([F:8])=[CH:7][C:2]=2[Cl:1])=[O:25])[C:14]([C:21]([F:22])([F:24])[F:23])=[N:15]1)(=[O:37])=[O:36], predict the reactants needed to synthesize it. (6) Given the product [CH:21]1([N:16]2[CH2:14][CH2:3][C:8]3([CH2:4][CH2:5][NH:6][CH2:7]3)[CH2:17]2)[CH2:19][CH2:20]1, predict the reactants needed to synthesize it. The reactants are: Cl.Br[C:3]1[CH:8]=[CH:7][N:6]=[CH:5][CH:4]=1.C(O[C:14]([N:16]1[CH2:21][CH2:20][C:19]2(CCNCC2)C[CH2:17]1)=O)(C)(C)C.C1C=CC(P(C2C=CC3C(=CC=CC=3)C=2C2C3C(=CC=CC=3)C=CC=2P(C2C=CC=CC=2)C2C=CC=CC=2)C2C=CC=CC=2)=CC=1. (7) Given the product [CH3:1][O:2][C:3]([NH:5][C@H:6]([C:58]1[CH:59]=[CH:60][CH:61]=[CH:62][CH:63]=1)[C:7]([N:9]1[CH2:13][CH2:12][CH2:11][C@H:10]1[C:14]1[NH:15][C:16]([C:19]2[CH:20]=[CH:21][C:22]3[C:31]4[C:26](=[C:27]5[CH:35]=[CH:34][C:33]([C:36]6[NH:40][C:39]([C@@H:41]7[CH2:45][CH2:44][CH2:43][N:42]7[C:46](=[O:56])[C@@H:47]([NH:51][C:52](=[O:55])[O:53][CH3:54])[CH:48]7[CH2:50][CH2:66][O:65][CH2:64][CH2:49]7)=[N:38][CH:37]=6)=[CH:32][C:28]5=[CH:29][CH:30]=4)[O:25][CH2:24][C:23]=3[CH:57]=2)=[CH:17][N:18]=1)=[O:8])=[O:4], predict the reactants needed to synthesize it. The reactants are: [CH3:1][O:2][C:3]([NH:5][C@H:6]([C:58]1[CH:63]=[CH:62][CH:61]=[CH:60][CH:59]=1)[C:7]([N:9]1[CH2:13][CH2:12][CH2:11][C@H:10]1[C:14]1[NH:15][C:16]([C:19]2[CH:20]=[CH:21][C:22]3[C:31]4[C:26](=[C:27]5[CH:35]=[CH:34][C:33]([C:36]6[NH:40][C:39]([C@@H:41]7[CH2:45][CH2:44][CH2:43][N:42]7[C:46](=[O:56])[C@@H:47]([NH:51][C:52](=[O:55])[O:53][CH3:54])[CH:48]([CH3:50])[CH3:49])=[N:38][CH:37]=6)=[CH:32][C:28]5=[CH:29][CH:30]=4)[O:25][CH2:24][C:23]=3[CH:57]=2)=[CH:17][N:18]=1)=[O:8])=[O:4].[CH3:64][O:65][C:66](N[C@@H](C(C)C)C(O)=O)=O.